This data is from Catalyst prediction with 721,799 reactions and 888 catalyst types from USPTO. The task is: Predict which catalyst facilitates the given reaction. (1) Reactant: [F:1][C:2]1[CH:7]=[C:6]([CH3:8])[CH:5]=[C:4]([NH:9][CH:10]2[CH2:15][CH2:14][N:13]([C@H:16]3[CH2:21][CH2:20][C@H:19]([O:22][CH2:23][CH3:24])[CH2:18][CH2:17]3)[CH2:12][CH2:11]2)[C:3]=1[NH2:25].[Cl:26][C:27](Cl)([O:29]C(=O)OC(Cl)(Cl)Cl)Cl.C(N(C(C)C)CC)(C)C. Product: [ClH:26].[F:1][C:2]1[C:3]2[NH:25][C:27](=[O:29])[N:9]([CH:10]3[CH2:15][CH2:14][N:13]([C@H:16]4[CH2:21][CH2:20][C@H:19]([O:22][CH2:23][CH3:24])[CH2:18][CH2:17]4)[CH2:12][CH2:11]3)[C:4]=2[CH:5]=[C:6]([CH3:8])[CH:7]=1. The catalyst class is: 4. (2) Reactant: [CH:1]1([CH2:6][C@H:7]([N:11]2[CH2:19][C:18]3[C:13](=[CH:14][CH:15]=[CH:16][C:17]=3[C:20]([F:23])([F:22])[F:21])[C:12]2=[O:24])[C:8](O)=[O:9])[CH2:5][CH2:4][CH2:3][CH2:2]1.C(Cl)(=O)C(Cl)=O.[NH2:31][C:32]1[CH:36]=[CH:35][N:34]([CH2:37][C@@H:38]([OH:41])[CH2:39][OH:40])[N:33]=1.N1C(C)=CC=CC=1C. Product: [CH:1]1([CH2:6][C@H:7]([N:11]2[CH2:19][C:18]3[C:13](=[CH:14][CH:15]=[CH:16][C:17]=3[C:20]([F:21])([F:22])[F:23])[C:12]2=[O:24])[C:8]([NH:31][C:32]2[CH:36]=[CH:35][N:34]([CH2:37][C@@H:38]([OH:41])[CH2:39][OH:40])[N:33]=2)=[O:9])[CH2:2][CH2:3][CH2:4][CH2:5]1. The catalyst class is: 306.